Dataset: Forward reaction prediction with 1.9M reactions from USPTO patents (1976-2016). Task: Predict the product of the given reaction. (1) Given the reactants [O:1]1[CH2:6][CH2:5][N:4]([CH2:7][CH2:8][CH2:9][NH:10][CH2:11][C:12]2[CH:21]=[CH:20][C:15]([C:16]([O:18][CH3:19])=[O:17])=[CH:14][CH:13]=2)[CH2:3][CH2:2]1.C(N(CC)CC)C.[C:29]1([C@@H:39]([N:41]=[C:42]=[O:43])[CH3:40])[C:38]2[C:33](=[CH:34][CH:35]=[CH:36][CH:37]=2)[CH:32]=[CH:31][CH:30]=1, predict the reaction product. The product is: [O:1]1[CH2:2][CH2:3][N:4]([CH2:7][CH2:8][CH2:9][N:10]([CH2:11][C:12]2[CH:21]=[CH:20][C:15]([C:16]([O:18][CH3:19])=[O:17])=[CH:14][CH:13]=2)[C:42]([NH:41][C@H:39]([C:29]2[C:38]3[C:33](=[CH:34][CH:35]=[CH:36][CH:37]=3)[CH:32]=[CH:31][CH:30]=2)[CH3:40])=[O:43])[CH2:5][CH2:6]1. (2) Given the reactants [Cl:1][C:2]1[CH:3]=[C:4]([C:12]2[N:17]=[CH:16][C:15]([C:18]3[C:19]([CH2:33][CH3:34])=[C:20]([O:24][CH2:25][CH2:26][CH2:27][C:28]([O:30]CC)=[O:29])[CH:21]=[CH:22][CH:23]=3)=[CH:14][N:13]=2)[CH:5]=[CH:6][C:7]=1[O:8][CH:9]([CH3:11])[CH3:10].[OH-].[Na+], predict the reaction product. The product is: [Cl:1][C:2]1[CH:3]=[C:4]([C:12]2[N:13]=[CH:14][C:15]([C:18]3[C:19]([CH2:33][CH3:34])=[C:20]([O:24][CH2:25][CH2:26][CH2:27][C:28]([OH:30])=[O:29])[CH:21]=[CH:22][CH:23]=3)=[CH:16][N:17]=2)[CH:5]=[CH:6][C:7]=1[O:8][CH:9]([CH3:11])[CH3:10]. (3) Given the reactants [Na].[CH3:2][O:3][C:4]1[CH:25]=[CH:24][C:7]2[NH:8][C:9]([S:11]([CH2:13][C:14]3[C:19]([CH3:20])=[C:18]([O:21][CH3:22])[C:17]([CH3:23])=[CH:16][N:15]=3)=[O:12])=[N:10][C:6]=2[CH:5]=1.C([C@](C([O-])=O)(O)[C@](CC)(O)C([O-])=O)C.C(N(CC)CC)C.C(O)(=O)[C@H](C1C=CC=CC=1)O, predict the reaction product. The product is: [CH3:23][C:17]1[CH:16]=[N:15][C:14]([CH2:13][S+:11]([O-:12])[C:9]2[NH:8][C:7]3[CH:24]=[CH:25][C:4]([O:3][CH3:2])=[CH:5][C:6]=3[N:10]=2)=[C:19]([CH3:20])[C:18]=1[O:21][CH3:22]. (4) Given the reactants [N:1]1([S:6]([C:9]2[CH:14]=[CH:13][C:12]([CH2:15][C:16]([OH:18])=O)=[CH:11][CH:10]=2)(=[O:8])=[O:7])[CH2:5][CH2:4][CH2:3][CH2:2]1.[CH3:19][O:20][C:21]1[CH:30]=[CH:29][C:28]([N:31]2[CH2:36][CH2:35][N:34]([CH3:37])[CH2:33][CH2:32]2)=[C:27]2[C:22]=1[CH2:23][CH2:24][NH:25][CH2:26]2.CN(C(ON1N=NC2C=CC=NC1=2)=[N+](C)C)C.F[P-](F)(F)(F)(F)F, predict the reaction product. The product is: [CH3:19][O:20][C:21]1[CH:30]=[CH:29][C:28]([N:31]2[CH2:32][CH2:33][N:34]([CH3:37])[CH2:35][CH2:36]2)=[C:27]2[C:22]=1[CH2:23][CH2:24][N:25]([C:16](=[O:18])[CH2:15][C:12]1[CH:11]=[CH:10][C:9]([S:6]([N:1]3[CH2:2][CH2:3][CH2:4][CH2:5]3)(=[O:7])=[O:8])=[CH:14][CH:13]=1)[CH2:26]2. (5) Given the reactants [CH3:1][C:2]1[NH:3][CH:4]=[CH:5][N:6]=1.Br[CH2:8][CH2:9][Cl:10].C(=O)([O-])[O-].[K+].[K+], predict the reaction product. The product is: [Cl:10][CH2:9][CH2:8][N:3]1[CH:4]=[CH:5][N:6]=[C:2]1[CH3:1].